From a dataset of Peptide-MHC class I binding affinity with 185,985 pairs from IEDB/IMGT. Regression. Given a peptide amino acid sequence and an MHC pseudo amino acid sequence, predict their binding affinity value. This is MHC class I binding data. (1) The peptide sequence is RTRDIYISR. The MHC is HLA-A33:01 with pseudo-sequence HLA-A33:01. The binding affinity (normalized) is 0.713. (2) The peptide sequence is SVFEGIRAY. The MHC is HLA-A02:12 with pseudo-sequence HLA-A02:12. The binding affinity (normalized) is 0.442. (3) The peptide sequence is ETVPYDELI. The MHC is HLA-A02:01 with pseudo-sequence HLA-A02:01. The binding affinity (normalized) is 0.114. (4) The peptide sequence is SRIFEDLVWK. The MHC is HLA-A68:01 with pseudo-sequence HLA-A68:01. The binding affinity (normalized) is 0.413. (5) The peptide sequence is IRMWNQAAL. The MHC is HLA-A69:01 with pseudo-sequence HLA-A69:01. The binding affinity (normalized) is 0.0847. (6) The peptide sequence is SRIGAWASK. The MHC is HLA-B44:02 with pseudo-sequence HLA-B44:02. The binding affinity (normalized) is 0.0847.